Dataset: Forward reaction prediction with 1.9M reactions from USPTO patents (1976-2016). Task: Predict the product of the given reaction. (1) Given the reactants [C:1]1([S:7]([N:10]2[C:18]3[C:13](=[CH:14][CH:15]=[C:16]([F:19])[CH:17]=3)[C:12]([C:20]3[CH:29]=[CH:28][C:23]4[N:24]=[C:25]([NH2:27])[O:26][C:22]=4[CH:21]=3)=[CH:11]2)(=[O:9])=[O:8])[CH:6]=[CH:5][CH:4]=[CH:3][CH:2]=1.[CH3:30][S:31](Cl)(=[O:33])=[O:32], predict the reaction product. The product is: [F:19][C:16]1[CH:17]=[C:18]2[C:13]([C:12]([C:20]3[CH:29]=[CH:28][C:23]4[N:24]=[C:25]([NH:27][S:31]([CH3:30])(=[O:33])=[O:32])[O:26][C:22]=4[CH:21]=3)=[CH:11][N:10]2[S:7]([C:1]2[CH:2]=[CH:3][CH:4]=[CH:5][CH:6]=2)(=[O:9])=[O:8])=[CH:14][CH:15]=1. (2) The product is: [Cl:1][C:2]1[N:10]=[C:9]2[C:5]([N:6]([CH2:21][C@H:22]3[CH2:23][CH2:24][C@H:25]([CH3:28])[CH2:26][CH2:27]3)[C:7]([C:11]([C:13]3[CH:18]=[CH:17][CH:16]=[CH:15][C:14]=3[O:19][CH3:20])([OH:12])[CH3:36])=[N:8]2)=[C:4]([C:29]2[CH:30]=[N:31][CH:32]=[C:33]([Cl:35])[CH:34]=2)[N:3]=1. Given the reactants [Cl:1][C:2]1[N:10]=[C:9]2[C:5]([N:6]([CH2:21][C@H:22]3[CH2:27][CH2:26][C@H:25]([CH3:28])[CH2:24][CH2:23]3)[C:7]([C:11]([C:13]3[CH:18]=[CH:17][CH:16]=[CH:15][C:14]=3[O:19][CH3:20])=[O:12])=[N:8]2)=[C:4]([C:29]2[CH:30]=[N:31][CH:32]=[C:33]([Cl:35])[CH:34]=2)[N:3]=1.[CH3:36][Mg]Br, predict the reaction product.